This data is from Catalyst prediction with 721,799 reactions and 888 catalyst types from USPTO. The task is: Predict which catalyst facilitates the given reaction. Reactant: Cl[C:2]1[C:11]([CH3:12])=[C:10]([Cl:13])[C:9]2[C:4](=[N:5][CH:6]=[CH:7][CH:8]=2)[N:3]=1.[F:14][C:15]1[CH:16]=[C:17](B(O)O)[CH:18]=[CH:19][CH:20]=1.C(=O)([O-])[O-].[Na+].[Na+]. Product: [Cl:13][C:10]1[C:9]2[C:4](=[N:5][CH:6]=[CH:7][CH:8]=2)[N:3]=[C:2]([C:19]2[CH:18]=[CH:17][CH:16]=[C:15]([F:14])[CH:20]=2)[C:11]=1[CH3:12]. The catalyst class is: 73.